This data is from Catalyst prediction with 721,799 reactions and 888 catalyst types from USPTO. The task is: Predict which catalyst facilitates the given reaction. (1) Reactant: C(N1C=CN=C1)([N:3]1C=CN=C1)=O.[NH2:13][C:14]1[N:18]([C:19]2[CH:27]=[CH:26][C:22]([C:23](O)=[O:24])=[CH:21][CH:20]=2)[N:17]=[C:16]([NH:28][C:29]2[CH:34]=[C:33]([O:35][CH3:36])[C:32]([O:37][CH3:38])=[C:31]([O:39][CH3:40])[CH:30]=2)[N:15]=1.N. The catalyst class is: 3. Product: [NH2:13][C:14]1[N:18]([C:19]2[CH:20]=[CH:21][C:22]([C:23]([NH2:3])=[O:24])=[CH:26][CH:27]=2)[N:17]=[C:16]([NH:28][C:29]2[CH:34]=[C:33]([O:35][CH3:36])[C:32]([O:37][CH3:38])=[C:31]([O:39][CH3:40])[CH:30]=2)[N:15]=1. (2) Reactant: [C:1](OC(=O)C)(=[O:3])[CH3:2].[C:8]([C:10]([OH:37])([C:31]1[CH:36]=[CH:35][CH:34]=[CH:33][CH:32]=1)[C:11]1[CH:16]=[CH:15][C:14]([NH:17][C:18]([CH:20]2[O:24][N:23]=[C:22]([C:25]3[CH:26]=[N:27][CH:28]=[CH:29][CH:30]=3)[CH2:21]2)=[O:19])=[CH:13][CH:12]=1)#[N:9]. Product: [C:8]([C:10]([O:37][C:1](=[O:3])[CH3:2])([C:11]1[CH:12]=[CH:13][C:14]([NH:17][C:18]([CH:20]2[O:24][N:23]=[C:22]([C:25]3[CH:26]=[N:27][CH:28]=[CH:29][CH:30]=3)[CH2:21]2)=[O:19])=[CH:15][CH:16]=1)[C:31]1[CH:32]=[CH:33][CH:34]=[CH:35][CH:36]=1)#[N:9]. The catalyst class is: 17. (3) Reactant: [OH:1][N:2]=[C:3]([NH2:30])[C:4]1[CH:9]=[CH:8][C:7]([C:10]2[C:11]([O:17][CH2:18][C@H:19]3[CH2:21][C@@H:20]3[C:22]3[CH:27]=[CH:26][C:25]([O:28][CH3:29])=[CH:24][N:23]=3)=[N:12][C:13]([CH3:16])=[N:14][CH:15]=2)=[CH:6][CH:5]=1.[C:31](OC(=O)C)(=O)[CH3:32].C(O)(=O)C.O. Product: [CH3:29][O:28][C:25]1[CH:26]=[CH:27][C:22]([C@H:20]2[CH2:21][C@@H:19]2[CH2:18][O:17][C:11]2[C:10]([C:7]3[CH:8]=[CH:9][C:4]([C:3]4[N:30]=[C:31]([CH3:32])[O:1][N:2]=4)=[CH:5][CH:6]=3)=[CH:15][N:14]=[C:13]([CH3:16])[N:12]=2)=[N:23][CH:24]=1. The catalyst class is: 1. (4) Product: [NH2:24][C:14]1[CH:15]=[C:16]([O:19][C:20]([F:22])([F:23])[F:21])[CH:17]=[CH:18][C:13]=1[NH:12][C:11]1[C:2]([CH3:1])=[C:3]([CH:8]=[CH:9][CH:10]=1)[C:4]([O:6][CH3:7])=[O:5]. Reactant: [CH3:1][C:2]1[C:11]([NH:12][C:13]2[CH:18]=[CH:17][C:16]([O:19][C:20]([F:23])([F:22])[F:21])=[CH:15][C:14]=2[N+:24]([O-])=O)=[CH:10][CH:9]=[CH:8][C:3]=1[C:4]([O:6][CH3:7])=[O:5]. The catalyst class is: 129. (5) The catalyst class is: 4. Product: [N:10]1([CH2:15][CH2:16][CH2:17][NH:18][C:7]([C:4]2[S:3][C:2]([Br:1])=[N:6][CH:5]=2)=[O:9])[CH:14]=[CH:13][N:12]=[CH:11]1. Reactant: [Br:1][C:2]1[S:3][C:4]([C:7]([OH:9])=O)=[CH:5][N:6]=1.[N:10]1([CH2:15][CH2:16][CH2:17][NH2:18])[CH:14]=[CH:13][N:12]=[CH:11]1.F[P-](F)(F)(F)(F)F.N1(O[P+](N(C)C)(N(C)C)N(C)C)C2C=CC=CC=2N=N1.CCN(C(C)C)C(C)C. (6) Reactant: [C:1]([C:3]1[C:12]2[C:7](=[CH:8][CH:9]=[CH:10][CH:11]=2)[C:6](F)=[CH:5][CH:4]=1)#[N:2].[NH:14]1[CH2:19][CH2:18][CH2:17][CH2:16][CH:15]1[CH2:20][OH:21]. Product: [OH:21][CH2:20][CH:15]1[CH2:16][CH2:17][CH2:18][CH2:19][N:14]1[C:6]1[C:7]2[C:12](=[CH:11][CH:10]=[CH:9][CH:8]=2)[C:3]([C:1]#[N:2])=[CH:4][CH:5]=1. The catalyst class is: 300. (7) Reactant: [OH:1][CH2:2][C:3]1[CH:4]=[C:5]2[C:10](=[CH:11][CH:12]=1)[CH:9]([C:13]([O:15][CH2:16][CH3:17])=[O:14])[N:8]([C:18]([O:20][C:21]([CH3:24])([CH3:23])[CH3:22])=[O:19])[CH2:7][CH2:6]2.[CH3:25][S:26](Cl)(=[O:28])=[O:27].C1COCC1. Product: [CH3:25][S:26]([O:1][CH2:2][C:3]1[CH:4]=[C:5]2[C:10](=[CH:11][CH:12]=1)[CH:9]([C:13]([O:15][CH2:16][CH3:17])=[O:14])[N:8]([C:18]([O:20][C:21]([CH3:23])([CH3:22])[CH3:24])=[O:19])[CH2:7][CH2:6]2)(=[O:28])=[O:27]. The catalyst class is: 6. (8) Reactant: C(O)(C(F)(F)F)=O.[O:8]=[C:9]1[N:15]([CH:16]2[CH2:21][CH2:20][N:19]([C:22]([O:24][C@H:25]([CH2:54][C:55]3[CH:60]=[C:59]([C:61]([F:64])([F:63])[F:62])[C:58]([NH2:65])=[C:57]([Cl:66])[CH:56]=3)[C:26]([N:28]3[CH2:33][CH2:32][CH:31]([N:34]4[CH2:39][CH2:38][CH:37]([N:40](C(OCC)=O)[CH2:41][C:42]([O:44][C:45](C)(C)[CH3:46])=[O:43])[CH2:36][CH2:35]4)[CH2:30][CH2:29]3)=[O:27])=[O:23])[CH2:18][CH2:17]2)[CH2:14][CH2:13][C:12]2[CH:67]=[CH:68][CH:69]=[CH:70][C:11]=2[NH:10]1. Product: [O:8]=[C:9]1[N:15]([CH:16]2[CH2:17][CH2:18][N:19]([C:22]([O:24][C@H:25]([CH2:54][C:55]3[CH:60]=[C:59]([C:61]([F:62])([F:63])[F:64])[C:58]([NH2:65])=[C:57]([Cl:66])[CH:56]=3)[C:26]([N:28]3[CH2:29][CH2:30][CH:31]([N:34]4[CH2:39][CH2:38][CH:37]([NH:40][CH2:41][C:42]([O:44][CH2:45][CH3:46])=[O:43])[CH2:36][CH2:35]4)[CH2:32][CH2:33]3)=[O:27])=[O:23])[CH2:20][CH2:21]2)[CH2:14][CH2:13][C:12]2[CH:67]=[CH:68][CH:69]=[CH:70][C:11]=2[NH:10]1. The catalyst class is: 2. (9) Reactant: CS(O[CH2:6][CH2:7][C@H:8]1[O:14][C@H:13]([C:15]2[C:20](F)=[CH:19][CH:18]=[C:17]([O:22][CH3:23])[C:16]=2[O:24][CH3:25])[C:12]2[CH:26]=[C:27]([Cl:30])[CH:28]=[CH:29][C:11]=2[N:10]2[CH:31]=[CH:32][CH:33]=[C:9]12)(=O)=O.[N-:34]=[N+:35]=[N-:36].[Na+]. Product: [N:34]([CH2:6][CH2:7][C@H:8]1[O:14][C@H:13]([C:15]2[CH:20]=[CH:19][CH:18]=[C:17]([O:22][CH3:23])[C:16]=2[O:24][CH3:25])[C:12]2[CH:26]=[C:27]([Cl:30])[CH:28]=[CH:29][C:11]=2[N:10]2[CH:31]=[CH:32][CH:33]=[C:9]12)=[N+:35]=[N-:36]. The catalyst class is: 9.